The task is: Predict the reaction yield, written as a fraction of the theoretical maximum amount of product (1.0 means a 100% yield; for example, 0.34 means a 34% yield).. This data is from Reaction yield outcomes from USPTO patents with 853,638 reactions. The reactants are [OH:1][CH2:2][C@@H:3]1[O:7][C:6](=[O:8])[N:5]([NH:9][C:10](=[O:16])[O:11][C:12]([CH3:15])([CH3:14])[CH3:13])[CH2:4]1.C(N(CC)CC)C.[CH3:24][S:25](Cl)(=[O:27])=[O:26]. The catalyst is C(Cl)Cl. The product is [CH3:24][S:25]([O:1][CH2:2][C@H:3]1[O:7][C:6](=[O:8])[N:5]([NH:9][C:10]([O:11][C:12]([CH3:13])([CH3:15])[CH3:14])=[O:16])[CH2:4]1)(=[O:27])=[O:26]. The yield is 0.450.